From a dataset of Catalyst prediction with 721,799 reactions and 888 catalyst types from USPTO. Predict which catalyst facilitates the given reaction. Reactant: [CH3:1][N:2]([CH3:7])[CH2:3][CH2:4][CH2:5][NH2:6].[CH3:8][O:9][C:10]1[CH:17]=[C:16]([O:18][CH3:19])[CH:15]=[CH:14][C:11]=1[CH:12]=O.C(O[BH-](OC(=O)C)OC(=O)C)(=O)C.[Na+]. Product: [CH3:8][O:9][C:10]1[CH:17]=[C:16]([O:18][CH3:19])[CH:15]=[CH:14][C:11]=1[CH2:12][NH:6][CH2:5][CH2:4][CH2:3][N:2]([CH3:7])[CH3:1]. The catalyst class is: 5.